From a dataset of Catalyst prediction with 721,799 reactions and 888 catalyst types from USPTO. Predict which catalyst facilitates the given reaction. (1) Reactant: [Cl:1][C:2]1[C:3]2[C:10]3[CH2:11][CH2:12][N:13](C(OC(C)(C)C)=O)[CH2:14][C:9]=3[S:8][C:4]=2[N:5]=[CH:6][N:7]=1.Cl. Product: [Cl:1][C:2]1[C:3]2[C:10]3[CH2:11][CH2:12][NH:13][CH2:14][C:9]=3[S:8][C:4]=2[N:5]=[CH:6][N:7]=1. The catalyst class is: 523. (2) Reactant: [CH3:1][O:2][CH:3]1[CH2:7][CH2:6][N:5]([C:8]2[CH:9]=[C:10]([S:14]([O-:16])=[O:15])[CH:11]=[CH:12][CH:13]=2)[CH2:4]1.[Li+].C1C(=O)N([Cl:25])C(=O)C1.CN1CCC2C(=C(N)C=CC=2)C1. Product: [CH3:1][O:2][CH:3]1[CH2:7][CH2:6][N:5]([C:8]2[CH:9]=[C:10]([S:14]([Cl:25])(=[O:16])=[O:15])[CH:11]=[CH:12][CH:13]=2)[CH2:4]1. The catalyst class is: 4. (3) Reactant: C(N1C2C(=CC=CC=2)CC1=O)C1C=CC=CC=1.[F:18][C:19]1[CH:20]=[C:21]2[C:25](=[CH:26][CH:27]=1)[N:24]([CH2:28][C:29]1[CH:34]=[CH:33][CH:32]=[CH:31][CH:30]=1)[C:23](=[O:35])[C:22]2=O.CCOCC. Product: [CH2:28]([N:24]1[C:25]2[C:21](=[CH:20][C:19]([F:18])=[CH:27][CH:26]=2)[CH2:22][C:23]1=[O:35])[C:29]1[CH:34]=[CH:33][CH:32]=[CH:31][CH:30]=1. The catalyst class is: 81. (4) Reactant: [Br:1][C:2]1[CH:7]=[CH:6][C:5]([CH2:8][CH2:9][OH:10])=[CH:4][CH:3]=1.C(N(C(C)C)CC)(C)C.[CH3:20][O:21][CH2:22]Cl.O. Product: [Br:1][C:2]1[CH:7]=[CH:6][C:5]([CH2:8][CH2:9][O:10][CH2:20][O:21][CH3:22])=[CH:4][CH:3]=1. The catalyst class is: 4.